From a dataset of Catalyst prediction with 721,799 reactions and 888 catalyst types from USPTO. Predict which catalyst facilitates the given reaction. (1) Reactant: Cl[C:2]1[C:3]2[CH:18]=[C:17]([Cl:19])[CH:16]=[CH:15][C:4]=2[C:5]2[C:9]([CH3:10])=[N:8][O:7][C:6]=2[C:11]2([N:14]=1)[CH2:13][CH2:12]2.[F:20][C:21]1[CH:26]=[CH:25][C:24](B(O)O)=[CH:23][CH:22]=1.C([O-])([O-])=O.[Na+].[Na+]. Product: [Cl:19][C:17]1[CH:16]=[CH:15][C:4]2[C:5]3[C:9]([CH3:10])=[N:8][O:7][C:6]=3[C:11]3([CH2:13][CH2:12]3)[N:14]=[C:2]([C:24]3[CH:25]=[CH:26][C:21]([F:20])=[CH:22][CH:23]=3)[C:3]=2[CH:18]=1. The catalyst class is: 109. (2) Reactant: [C:1]([C:3]1[CH:8]=[CH:7][C:6]([CH:9](O)[CH:10]=[CH2:11])=[CH:5][CH:4]=1)#[N:2].O=S(Cl)[Cl:15]. Product: [C:1]([C:3]1[CH:8]=[CH:7][C:6]([CH:9]=[CH:10][CH2:11][Cl:15])=[CH:5][CH:4]=1)#[N:2]. The catalyst class is: 344. (3) Reactant: [Br:1][C:2]1[CH:3]=[C:4]([CH:7]=[C:8]([OH:20])[C:9]=1[O:10][CH2:11][C:12]1[CH:17]=[CH:16][CH:15]=[C:14]([O:18][CH3:19])[CH:13]=1)[CH:5]=O.[CH3:21]/[C:22](/[NH2:26])=[CH:23]\[C:24]#[N:25].[CH2:27]([CH:30]1[CH2:35][C:34](=[O:36])[CH2:33][C:32](=O)[CH2:31]1)[CH2:28][CH3:29]. Product: [Br:1][C:2]1[CH:3]=[C:4]([CH:5]2[C:33]3[C:34](=[O:36])[CH2:35][CH:30]([CH2:27][CH2:28][CH3:29])[CH2:31][C:32]=3[NH:26][C:22]([CH3:21])=[C:23]2[C:24]#[N:25])[CH:7]=[C:8]([OH:20])[C:9]=1[O:10][CH2:11][C:12]1[CH:17]=[CH:16][CH:15]=[C:14]([O:18][CH3:19])[CH:13]=1. The catalyst class is: 8. (4) Reactant: [CH2:1]1[CH:5]2[CH:6]3[CH2:10][CH:9]=[CH:8][CH:7]3[CH:3]([CH2:4]2)[CH2:2]1.[C:11]1(C)C=CC=C[CH:12]=1.C([Al](CC(C)C)CC(C)C)C(C)C.C=C. Product: [CH2:2]1[CH:3]2[CH:7]3[CH2:8][CH:9]=[CH:10][CH:6]3[CH:5]([CH2:4]2)[CH2:1]1.[CH2:11]=[CH2:12]. The catalyst class is: 5. (5) Reactant: Cl[C:2]1[CH:3]=[CH:4][C:5]2[N:6]=[CH:7][N:8]=[C:9]([NH:12][C:13]3[CH:18]=[CH:17][C:16]([O:19][C:20]([F:23])([F:22])[F:21])=[CH:15][CH:14]=3)[C:10]=2[N:11]=1.[Cl:24][C:25]1[C:30]([NH:31][S:32]([C:35]2[CH:40]=[CH:39][C:38]([F:41])=[CH:37][C:36]=2[F:42])(=[O:34])=[O:33])=[CH:29][C:28](B2OC(C)(C)C(C)(C)O2)=[CH:27][N:26]=1.C(=O)(O)[O-].[Na+]. Product: [Cl:24][C:25]1[C:30]([NH:31][S:32]([C:35]2[CH:40]=[CH:39][C:38]([F:41])=[CH:37][C:36]=2[F:42])(=[O:34])=[O:33])=[CH:29][C:28]([C:2]2[CH:3]=[CH:4][C:5]3[N:6]=[CH:7][N:8]=[C:9]([NH:12][C:13]4[CH:18]=[CH:17][C:16]([O:19][C:20]([F:23])([F:21])[F:22])=[CH:15][CH:14]=4)[C:10]=3[N:11]=2)=[CH:27][N:26]=1. The catalyst class is: 12. (6) Reactant: C([O:3][C:4](=[O:30])[CH2:5][C@@H:6]([C:24]1[CH:25]=[N:26][CH:27]=[CH:28][CH:29]=1)[NH:7][C:8](=[O:23])[CH2:9][CH2:10][CH2:11][CH2:12][C:13]1[CH:22]=[CH:21][C:20]2[CH2:19][CH2:18][CH2:17][NH:16][C:15]=2[N:14]=1)C.[OH-].[Na+]. Product: [N:26]1[CH:27]=[CH:28][CH:29]=[C:24]([C@@H:6]([NH:7][C:8](=[O:23])[CH2:9][CH2:10][CH2:11][CH2:12][C:13]2[CH:22]=[CH:21][C:20]3[CH2:19][CH2:18][CH2:17][NH:16][C:15]=3[N:14]=2)[CH2:5][C:4]([OH:30])=[O:3])[CH:25]=1. The catalyst class is: 14. (7) Product: [CH3:20][O:19][C:17](=[O:18])[CH2:16][O:14][C:9]1[CH:10]=[CH:11][CH:12]=[CH:13][C:8]=1[Br:7]. Reactant: C(=O)([O-])[O-].[K+].[K+].[Br:7][C:8]1[CH:13]=[CH:12][CH:11]=[CH:10][C:9]=1[OH:14].Br[CH2:16][C:17]([O:19][CH3:20])=[O:18].O. The catalyst class is: 31. (8) Reactant: [NH2:1][C@H:2]1[C:11]2[C:6](=[CH:7][CH:8]=[C:9]([C:12]3[CH:13]=[N:14][C:15]([C:18]([N:20]4[CH2:25][CH2:24][O:23][CH2:22][CH2:21]4)=[O:19])=[CH:16][CH:17]=3)[CH:10]=2)[N:5]([C:26](=[O:28])[CH3:27])[C@@H:4]([CH3:29])[CH2:3]1.Br[C:31]1[CH:36]=[N:35][C:34]([CH3:37])=[CH:33][N:32]=1.COC1C2C=CNC=2N=C(N)N=1.CC(C)([O-])C.[Na+]. Product: [CH3:29][C@H:4]1[CH2:3][C@@H:2]([NH:1][C:31]2[CH:36]=[N:35][C:34]([CH3:37])=[CH:33][N:32]=2)[C:11]2[C:6](=[CH:7][CH:8]=[C:9]([C:12]3[CH:13]=[N:14][C:15]([C:18]([N:20]4[CH2:25][CH2:24][O:23][CH2:22][CH2:21]4)=[O:19])=[CH:16][CH:17]=3)[CH:10]=2)[N:5]1[C:26](=[O:28])[CH3:27]. The catalyst class is: 62. (9) Reactant: [O:1]1[CH2:5][CH2:4][CH2:3][CH:2]1[CH:6]=O.[Cl-].[C:9]([CH2:11][P+](C1C=CC=CC=1)(C1C=CC=CC=1)C1C=CC=CC=1)#[N:10].C1CCN2C(=NCCC2)CC1. Product: [O:1]1[CH2:5][CH2:4][CH2:3][CH:2]1[CH:6]=[CH:11][C:9]#[N:10]. The catalyst class is: 11.